From a dataset of Forward reaction prediction with 1.9M reactions from USPTO patents (1976-2016). Predict the product of the given reaction. The product is: [CH:1]1[C:10]2[C:5](=[C:6]([CH2:11][C:12]([NH:26][C:25]3[CH:24]=[CH:23][S:22][C:21]=3[C:19]3[S:20][C:16]([CH3:15])=[CH:17][N:18]=3)=[O:14])[CH:7]=[CH:8][CH:9]=2)[CH:4]=[CH:3][N:2]=1. Given the reactants [CH:1]1[C:10]2[C:5](=[C:6]([CH2:11][C:12]([OH:14])=O)[CH:7]=[CH:8][CH:9]=2)[CH:4]=[CH:3][N:2]=1.[CH3:15][C:16]1[S:20][C:19]([C:21]2[S:22][CH:23]=[CH:24][C:25]=2[NH2:26])=[N:18][CH:17]=1, predict the reaction product.